From a dataset of Catalyst prediction with 721,799 reactions and 888 catalyst types from USPTO. Predict which catalyst facilitates the given reaction. (1) Reactant: [Cl-].[CH3:2][NH:3][C:4](=[O:10])[CH2:5][CH2:6][CH2:7][NH2+:8][CH3:9].[CH3:11][N:12]1[C:24]2[CH2:23][CH2:22][CH:21]([CH:25]3[CH2:30][CH2:29][O:28][CH2:27][CH2:26]3)[CH2:20][C:19]=2[C:18]2[C:13]1=[CH:14][CH:15]=[C:16]([C:31](O)=[O:32])[CH:17]=2.CCN(C(C)C)C(C)C.CN(C(ON1N=NC2C=CC=NC1=2)=[N+](C)C)C.F[P-](F)(F)(F)(F)F. Product: [CH3:2][NH:3][C:4](=[O:10])[CH2:5][CH2:6][CH2:7][N:8]([CH3:9])[C:31]([C:16]1[CH:17]=[C:18]2[C:13](=[CH:14][CH:15]=1)[N:12]([CH3:11])[C:24]1[CH2:23][CH2:22][CH:21]([CH:25]3[CH2:26][CH2:27][O:28][CH2:29][CH2:30]3)[CH2:20][C:19]2=1)=[O:32]. The catalyst class is: 3. (2) Reactant: [CH3:1][O:2][C:3]1[C:10]([O:11][CH3:12])=[CH:9][C:6]([CH:7]=[O:8])=[CH:5][C:4]=1[OH:13].Cl[CH2:15][CH2:16][O:17][CH2:18][CH2:19][O:20][CH2:21][CH2:22][Cl:23].C(=O)([O-])[O-].[Cs+].[Cs+]. Product: [Cl:23][CH2:22][CH2:21][O:20][CH2:19][CH2:18][O:17][CH2:16][CH2:15][O:13][C:4]1[CH:5]=[C:6]([CH:9]=[C:10]([O:11][CH3:12])[C:3]=1[O:2][CH3:1])[CH:7]=[O:8]. The catalyst class is: 3. (3) Reactant: [Cl:1][C:2]1[CH:3]=[C:4]([N:10]2[C:14]([CH3:15])=[C:13]([O:16][C:17]3[CH:26]=[CH:25][C:20]([C:21]([O:23]C)=[O:22])=[CH:19][CH:18]=3)[C:12]([CH3:27])=[N:11]2)[CH:5]=[CH:6][C:7]=1[C:8]#[N:9].[OH-].[Na+].Cl. Product: [Cl:1][C:2]1[CH:3]=[C:4]([N:10]2[C:14]([CH3:15])=[C:13]([O:16][C:17]3[CH:26]=[CH:25][C:20]([C:21]([OH:23])=[O:22])=[CH:19][CH:18]=3)[C:12]([CH3:27])=[N:11]2)[CH:5]=[CH:6][C:7]=1[C:8]#[N:9]. The catalyst class is: 36. (4) Reactant: [CH3:1][O:2][C:3]1[CH:4]=[C:5]([CH2:20][C:21]([OH:23])=[O:22])[CH:6]=[CH:7][C:8]=1[NH:9][C:10]([NH:12][C:13]1[CH:18]=[CH:17][CH:16]=[CH:15][C:14]=1[CH3:19])=[O:11].CCN(CC)CC.FC(F)(F)C(O[C:36]1[C:41]([F:42])=[C:40]([F:43])[C:39]([F:44])=[C:38]([F:45])[C:37]=1[F:46])=O.O. Product: [CH3:1][O:2][C:3]1[CH:4]=[C:5]([CH2:20][C:21]([O:23][C:36]2[C:37]([F:46])=[C:38]([F:45])[C:39]([F:44])=[C:40]([F:43])[C:41]=2[F:42])=[O:22])[CH:6]=[CH:7][C:8]=1[NH:9][C:10]([NH:12][C:13]1[CH:18]=[CH:17][CH:16]=[CH:15][C:14]=1[CH3:19])=[O:11]. The catalyst class is: 3. (5) Product: [CH3:1][O:2][C:3]1[CH:12]=[C:11]2[C:6]([CH2:7][CH2:8][C:9](=[O:13])[O:10]2)=[CH:5][CH:4]=1. Reactant: [CH3:1][O:2][C:3]1[CH:12]=[C:11]2[C:6]([CH:7]=[CH:8][C:9](=[O:13])[O:10]2)=[CH:5][CH:4]=1. The catalyst class is: 45. (6) Reactant: [F:1][C:2]1[CH:10]=[C:9]2[C:5]([CH:6]=[C:7]([CH3:11])[NH:8]2)=[CH:4][C:3]=1[O:12]C.B(Br)(Br)Br. Product: [F:1][C:2]1[CH:10]=[C:9]2[C:5]([CH:6]=[C:7]([CH3:11])[NH:8]2)=[CH:4][C:3]=1[OH:12]. The catalyst class is: 2.